This data is from Peptide-MHC class I binding affinity with 185,985 pairs from IEDB/IMGT. The task is: Regression. Given a peptide amino acid sequence and an MHC pseudo amino acid sequence, predict their binding affinity value. This is MHC class I binding data. (1) The peptide sequence is TPFEVETRL. The MHC is HLA-B51:01 with pseudo-sequence HLA-B51:01. The binding affinity (normalized) is 0.0847. (2) The peptide sequence is KVLSIMAFI. The MHC is HLA-A02:02 with pseudo-sequence HLA-A02:02. The binding affinity (normalized) is 0.892. (3) The peptide sequence is VILFIMFML. The MHC is HLA-A68:02 with pseudo-sequence HLA-A68:02. The binding affinity (normalized) is 0.417. (4) The peptide sequence is ILSPHNVVT. The MHC is HLA-B58:01 with pseudo-sequence HLA-B58:01. The binding affinity (normalized) is 0.0847. (5) The peptide sequence is FTPEAKNSTF. The MHC is HLA-A24:02 with pseudo-sequence HLA-A24:02. The binding affinity (normalized) is 0.259.